From a dataset of Full USPTO retrosynthesis dataset with 1.9M reactions from patents (1976-2016). Predict the reactants needed to synthesize the given product. (1) Given the product [CH:17]1[C:18]2[N:6]([C:2]([CH3:1])([CH3:3])[CH:4]([OH:23])[CH2:5][OH:27])[C:7]3[C:12](=[CH:11][CH:10]=[CH:9][CH:8]=3)[C:13]=2[CH:14]=[CH:15][CH:16]=1, predict the reactants needed to synthesize it. The reactants are: [CH3:1][C:2]([N:6]1[C:18]2[CH:17]=[CH:16][CH:15]=[CH:14][C:13]=2[C:12]2[C:7]1=[CH:8][CH:9]=[CH:10][CH:11]=2)([CH:4]=[CH2:5])[CH3:3].C[N+]1([O-])CC[O:23]CC1.[OH2:27]. (2) Given the product [OH:20][CH2:18][CH2:17][C:7]1[CH:6]=[CH:5][C:4]2[C:9](=[CH:10][C:11]([O:15][CH3:16])=[C:12]([O:13][CH3:14])[C:3]=2[O:2][CH3:1])[CH:8]=1, predict the reactants needed to synthesize it. The reactants are: [CH3:1][O:2][C:3]1[C:12]([O:13][CH3:14])=[C:11]([O:15][CH3:16])[CH:10]=[C:9]2[C:4]=1[CH:5]=[CH:6][C:7]([CH:17]=[CH2:18])=[CH:8]2.B.[OH-:20].[Na+].OO.